The task is: Regression. Given two drug SMILES strings and cell line genomic features, predict the synergy score measuring deviation from expected non-interaction effect.. This data is from NCI-60 drug combinations with 297,098 pairs across 59 cell lines. (1) Drug 1: CS(=O)(=O)CCNCC1=CC=C(O1)C2=CC3=C(C=C2)N=CN=C3NC4=CC(=C(C=C4)OCC5=CC(=CC=C5)F)Cl. Drug 2: CN(C(=O)NC(C=O)C(C(C(CO)O)O)O)N=O. Cell line: NCI/ADR-RES. Synergy scores: CSS=-0.482, Synergy_ZIP=6.10, Synergy_Bliss=10.9, Synergy_Loewe=4.23, Synergy_HSA=4.02. (2) Drug 2: C1=NC2=C(N1)C(=S)N=CN2. Drug 1: C1=CC(=CC=C1CC(C(=O)O)N)N(CCCl)CCCl.Cl. Synergy scores: CSS=15.9, Synergy_ZIP=-3.20, Synergy_Bliss=1.37, Synergy_Loewe=-4.78, Synergy_HSA=1.50. Cell line: NCI-H460.